Task: Predict the reaction yield, written as a fraction of the theoretical maximum amount of product (1.0 means a 100% yield; for example, 0.34 means a 34% yield).. Dataset: Reaction yield outcomes from USPTO patents with 853,638 reactions (1) The reactants are C[Si]([C:5]#[N:6])(C)C.[NH2:7][C:8]1[CH:13]=[CH:12][C:11]([CH2:14][CH2:15][CH2:16][C:17]([OH:19])=[O:18])=[CH:10][CH:9]=1.[C:20]1(=O)[CH2:23][CH2:22][CH2:21]1.S([O-])([O-])(=O)=O.[Na+].[Na+]. The catalyst is O1CCOCC1.CC(C)=O.ClCCl. The product is [C:5]([C:20]1([NH:7][C:8]2[CH:9]=[CH:10][C:11]([CH2:14][CH2:15][CH2:16][C:17]([OH:19])=[O:18])=[CH:12][CH:13]=2)[CH2:23][CH2:22][CH2:21]1)#[N:6]. The yield is 0.860. (2) The reactants are [CH3:1][C:2]([C:22]([O:24][CH3:25])=[O:23])([CH3:21])[NH:3][C:4]([C:6]1[CH:11]=[CH:10][C:9]([C:12]2[CH:17]=[CH:16][C:15]([N+:18]([O-:20])=[O:19])=[CH:14][CH:13]=2)=[CH:8][CH:7]=1)=[O:5].[H-].[Na+].[CH3:28]N(C)C=O.IC. The catalyst is O. The product is [CH3:28][N:3]([C:4]([C:6]1[CH:7]=[CH:8][C:9]([C:12]2[CH:17]=[CH:16][C:15]([N+:18]([O-:20])=[O:19])=[CH:14][CH:13]=2)=[CH:10][CH:11]=1)=[O:5])[C:2]([CH3:1])([C:22]([O:24][CH3:25])=[O:23])[CH3:21]. The yield is 0.940.